From a dataset of TCR-epitope binding with 47,182 pairs between 192 epitopes and 23,139 TCRs. Binary Classification. Given a T-cell receptor sequence (or CDR3 region) and an epitope sequence, predict whether binding occurs between them. (1) The epitope is LLSAGIFGA. The TCR CDR3 sequence is CASSLDTGGAGELFF. Result: 0 (the TCR does not bind to the epitope). (2) The epitope is LEPLVDLPI. The TCR CDR3 sequence is CASSLGTASGGYEQYF. Result: 1 (the TCR binds to the epitope). (3) The epitope is FSKQLQQSM. The TCR CDR3 sequence is CASSHTGKGTGELFF. Result: 0 (the TCR does not bind to the epitope). (4) The epitope is HTTDPSFLGRY. The TCR CDR3 sequence is CASSLGEGSSYNEQFF. Result: 0 (the TCR does not bind to the epitope). (5) The epitope is IVTDFSVIK. The TCR CDR3 sequence is CASSLDKATEQYF. Result: 1 (the TCR binds to the epitope).